Dataset: Reaction yield outcomes from USPTO patents with 853,638 reactions. Task: Predict the reaction yield, written as a fraction of the theoretical maximum amount of product (1.0 means a 100% yield; for example, 0.34 means a 34% yield). (1) The product is [Cl:51][C:50]1[CH:48]=[CH:47][C:10]2[C:8](=[CH:7][CH:6]=[CH:5][CH:11]=2)[C:9]=1[O:39][P:26](=[N:12][C@@H:13]([CH3:25])[C:14]([O:16][C@H:17]([C:19]1[CH:24]=[CH:23][CH:22]=[CH:21][CH:20]=1)[CH3:18])=[O:15])=[O:27]. The reactants are S([C:5]1[CH:11]=[CH:10][C:8]([CH3:9])=[CH:7][CH:6]=1)([O-])(=O)=O.[NH2:12][C@@H:13]([CH3:25])[C:14]([O:16][C@H:17]([C:19]1[CH:24]=[CH:23][CH:22]=[CH:21][CH:20]=1)[CH3:18])=[O:15].[P:26](Cl)(Cl)(=[O:39])[O:27]OC1C2C(=CC=CC=2)C=CC=1.C(N([CH2:47][CH3:48])CC)C.Cl[CH2:50][Cl:51]. No catalyst specified. The yield is 0.260. (2) The reactants are [Cl:1][S:2]([C:5]1[CH:6]=[C:7]([C:15]([OH:17])=[O:16])[C:8]2[O:13][CH2:12][CH2:11]O[C:9]=2[CH:14]=1)(=[O:4])=[O:3].O1CC[NH:21]C2C=CC=C(C(O)=O)C1=2.ClS(O)(=O)=O. No catalyst specified. The product is [Cl:1][S:2]([C:5]1[CH:6]=[C:7]([C:15]([OH:17])=[O:16])[C:8]2[O:13][CH2:12][CH2:11][NH:21][C:9]=2[CH:14]=1)(=[O:4])=[O:3]. The yield is 0.810. (3) The reactants are [C:1]([O:5][C:6]([N:8]1[CH2:13][CH2:12][CH:11]([CH2:14][CH2:15][OH:16])[CH2:10][CH2:9]1)=[O:7])([CH3:4])([CH3:3])[CH3:2].[H-].[Na+].[N+:19]([C:22]1[CH:29]=[CH:28][CH:27]=[C:26]([N+]([O-])=O)[C:23]=1[C:24]#[N:25])([O-:21])=[O:20]. The catalyst is CN(C=O)C. The product is [C:1]([O:5][C:6]([N:8]1[CH2:13][CH2:12][CH:11]([CH2:14][CH2:15][O:16][C:26]2[CH:27]=[CH:28][CH:29]=[C:22]([N+:19]([O-:21])=[O:20])[C:23]=2[C:24]#[N:25])[CH2:10][CH2:9]1)=[O:7])([CH3:4])([CH3:3])[CH3:2]. The yield is 0.800. (4) The reactants are C(OC(N[N:9]([CH2:31][C:32]1[S:36][C:35]2[CH:37]=[CH:38][CH:39]=[CH:40][C:34]=2[CH:33]=1)[C:10]([C:12]1[C:21](=[O:22])[C:20]2[C:15](=[CH:16][C:17]([Cl:23])=[CH:18][CH:19]=2)[NH:14][C:13]=1[C:24]([N:26]1CCCC1)=[O:25])=[O:11])=O)(C)(C)C.CS(O)(=O)=O. The catalyst is C1COCC1. The product is [Cl:23][C:17]1[CH:18]=[CH:19][C:20]2[C:21](=[O:22])[C:12]3[C:10](=[O:11])[N:9]([CH2:31][C:32]4[S:36][C:35]5[CH:37]=[CH:38][CH:39]=[CH:40][C:34]=5[CH:33]=4)[N:26]=[C:24]([OH:25])[C:13]=3[NH:14][C:15]=2[CH:16]=1. The yield is 0.880. (5) The reactants are [F:1][C:2]1[C:11]2[C:6](=[CH:7][CH:8]=[CH:9][CH:10]=2)[C:5](F)=[C:4](F)[C:3]=1[F:14].BrC1C=C2C(=CC=1)C(F)(F)C(F)(F)C=C2.[NH4+].[OH-]. The catalyst is C1COCC1.[Zn]. The product is [F:1][C:2]1[C:11]2[C:6](=[CH:7][CH:8]=[CH:9][CH:10]=2)[CH:5]=[CH:4][C:3]=1[F:14]. The yield is 0.950.